Dataset: Forward reaction prediction with 1.9M reactions from USPTO patents (1976-2016). Task: Predict the product of the given reaction. (1) Given the reactants [OH:1][C:2]1[CH:10]=[CH:9][C:8]2[N:7]3[CH2:11][CH2:12][CH:13]([CH2:14][C:15]([O:17][C:18]([CH3:21])([CH3:20])[CH3:19])=[O:16])[C:6]3=[CH:5][C:4]=2[CH:3]=1.C([O-])([O-])=O.[Cs+].[Cs+].Cl[CH2:29][C:30]1[CH:35]=[CH:34][C:33]([CH2:36][CH:37]2[CH2:42][CH2:41][CH2:40][CH2:39][CH2:38]2)=[C:32]([C:43]([F:46])([F:45])[F:44])[CH:31]=1, predict the reaction product. The product is: [CH:37]1([CH2:36][C:33]2[CH:34]=[CH:35][C:30]([CH2:29][O:1][C:2]3[CH:10]=[CH:9][C:8]4[N:7]5[CH2:11][CH2:12][CH:13]([CH2:14][C:15]([O:17][C:18]([CH3:21])([CH3:20])[CH3:19])=[O:16])[C:6]5=[CH:5][C:4]=4[CH:3]=3)=[CH:31][C:32]=2[C:43]([F:44])([F:45])[F:46])[CH2:38][CH2:39][CH2:40][CH2:41][CH2:42]1. (2) Given the reactants C1(P(C2C=CC=CC=2)C2C=CC=CC=2)C=CC=CC=1.[CH2:20]([O:27][C:28]([N:30]1[CH2:36][C@@H:35]([OH:37])[C@H:34]([N:38]=[N+]=[N-])[CH2:33][CH2:32][C@H:31]1[CH3:41])=[O:29])[C:21]1[CH:26]=[CH:25][CH:24]=[CH:23][CH:22]=1, predict the reaction product. The product is: [CH2:20]([O:27][C:28]([N:30]1[CH2:36][C@@H:35]([OH:37])[C@H:34]([NH2:38])[CH2:33][CH2:32][C@H:31]1[CH3:41])=[O:29])[C:21]1[CH:22]=[CH:23][CH:24]=[CH:25][CH:26]=1. (3) Given the reactants [NH:1]([C:3]1[C:8]([F:9])=[CH:7][C:6]([Cl:10])=[CH:5][N:4]=1)N, predict the reaction product. The product is: [NH2:1][C:3]1[C:8]([F:9])=[CH:7][C:6]([Cl:10])=[CH:5][N:4]=1. (4) Given the reactants Cl[C:2]1[C:11]2[C:6](=[CH:7][CH:8]=[C:9]([CH3:12])[CH:10]=2)[N:5]=[C:4]([N:13]2[CH2:19][C:18]3[CH:20]=[CH:21][CH:22]=[CH:23][C:17]=3[S:16](=[O:25])(=[O:24])[CH2:15][CH2:14]2)[CH:3]=1.[NH2:26][C@H:27]1[CH2:31][NH:30][CH2:29][C@H:28]1[OH:32], predict the reaction product. The product is: [NH2:26][C@H:27]1[CH2:31][N:30]([C:2]2[C:11]3[C:6](=[CH:7][CH:8]=[C:9]([CH3:12])[CH:10]=3)[N:5]=[C:4]([N:13]3[CH2:19][C:18]4[CH:20]=[CH:21][CH:22]=[CH:23][C:17]=4[S:16](=[O:25])(=[O:24])[CH2:15][CH2:14]3)[CH:3]=2)[CH2:29][C@H:28]1[OH:32]. (5) Given the reactants [F:1][C:2]([F:37])([F:36])[C:3]1[CH:4]=[C:5]([CH:29]=[C:30]([C:32]([F:35])([F:34])[F:33])[CH:31]=1)[CH2:6][NH:7][CH2:8][C:9]1[CH:10]=[C:11]2[C:26]([CH3:27])=[N:25][N:24]([CH3:28])[C:12]2=[N:13][C:14]=1[N:15]([CH2:20][CH:21]1[CH2:23][CH2:22]1)[CH2:16][CH:17]1[CH2:19][CH2:18]1.Cl[C:39]1[N:44]=[CH:43][C:42]([C:45](=[O:47])[CH3:46])=[CH:41][N:40]=1.C([O-])([O-])=O.[K+].[K+], predict the reaction product. The product is: [CH:17]1([CH2:16][N:15]([CH2:20][CH:21]2[CH2:23][CH2:22]2)[C:14]2[N:13]=[C:12]3[N:24]([CH3:28])[N:25]=[C:26]([CH3:27])[C:11]3=[CH:10][C:9]=2[CH2:8][N:7]([CH2:6][C:5]2[CH:29]=[C:30]([C:32]([F:34])([F:35])[F:33])[CH:31]=[C:3]([C:2]([F:36])([F:1])[F:37])[CH:4]=2)[C:39]2[N:44]=[CH:43][C:42]([C:45](=[O:47])[CH3:46])=[CH:41][N:40]=2)[CH2:18][CH2:19]1.